Predict which catalyst facilitates the given reaction. From a dataset of Catalyst prediction with 721,799 reactions and 888 catalyst types from USPTO. Reactant: [NH2:1][C:2]1[N:7]=[C:6]([CH2:8][CH:9]([CH:11]2[CH2:16][CH2:15][N:14]([C:17]([O:19][C:20]([CH3:23])([CH3:22])[CH3:21])=[O:18])[CH2:13][CH2:12]2)[OH:10])[CH:5]=[CH:4][CH:3]=1.[CH2:24]([O:26][C:27]([N:29]=[C:30]=[S:31])=[O:28])[CH3:25]. Product: [CH2:24]([O:26][C:27]([NH:29][C:30](=[S:31])[NH:1][C:2]1[N:7]=[C:6]([CH2:8][CH:9]([CH:11]2[CH2:16][CH2:15][N:14]([C:17]([O:19][C:20]([CH3:23])([CH3:22])[CH3:21])=[O:18])[CH2:13][CH2:12]2)[OH:10])[CH:5]=[CH:4][CH:3]=1)=[O:28])[CH3:25]. The catalyst class is: 12.